From a dataset of Full USPTO retrosynthesis dataset with 1.9M reactions from patents (1976-2016). Predict the reactants needed to synthesize the given product. (1) Given the product [ClH:38].[CH2:1]([O:4][C:5]1[CH:10]=[C:9]([CH3:11])[CH:8]=[CH:7][C:6]=1[C:12]1[C:31]([C:25](=[O:24])[C:26]([O:28][CH2:29][CH3:30])=[O:27])=[C:32]([CH3:33])[N:23]=[C:15]2[S:16][C:17]3[CH2:22][CH2:21][CH2:20][CH2:19][C:18]=3[C:14]=12)[CH:2]=[CH2:3], predict the reactants needed to synthesize it. The reactants are: [CH2:1]([O:4][C:5]1[CH:10]=[C:9]([CH3:11])[CH:8]=[CH:7][C:6]=1[C:12]([C:14]1[C:18]2[CH2:19][CH2:20][CH2:21][CH2:22][C:17]=2[S:16][C:15]=1[NH2:23])=O)[CH:2]=[CH2:3].[O:24]=[C:25]([CH2:31][C:32](=O)[CH3:33])[C:26]([O:28][CH2:29][CH3:30])=[O:27].C([Cl:38])(=O)C. (2) Given the product [Cl:8][C:6]1[N:5]=[C:4]2[N:9]([CH2:12][CH2:13][N:14]3[CH2:19][CH2:18][O:17][CH2:16][CH2:15]3)[N:10]=[CH:11][C:3]2=[C:2]([NH:26][C:23]2[CH:22]=[C:21]([CH3:20])[NH:25][N:24]=2)[N:7]=1, predict the reactants needed to synthesize it. The reactants are: Cl[C:2]1[N:7]=[C:6]([Cl:8])[N:5]=[C:4]2[N:9]([CH2:12][CH2:13][N:14]3[CH2:19][CH2:18][O:17][CH2:16][CH2:15]3)[N:10]=[CH:11][C:3]=12.[CH3:20][C:21]1[NH:25][N:24]=[C:23]([NH2:26])[CH:22]=1.CCN(C(C)C)C(C)C.CC(O)=O. (3) Given the product [Br:1][C:2]1[CH:18]=[C:17]([CH2:19][CH2:20][C:21](=[O:37])[C:22]2[S:23][C:24]([C:27]3[CH:28]=[CH:29][C:30]([C:33]([F:36])([F:35])[F:34])=[CH:31][CH:32]=3)=[CH:25][CH:26]=2)[CH:16]=[CH:15][C:3]=1[O:4][CH:5]([CH2:13][CH3:14])[C:6]([OH:8])=[O:7], predict the reactants needed to synthesize it. The reactants are: [Br:1][C:2]1[CH:18]=[C:17]([CH2:19][CH2:20][C:21](=[O:37])[C:22]2[S:23][C:24]([C:27]3[CH:32]=[CH:31][C:30]([C:33]([F:36])([F:35])[F:34])=[CH:29][CH:28]=3)=[CH:25][CH:26]=2)[CH:16]=[CH:15][C:3]=1[O:4][CH:5]([CH2:13][CH3:14])[C:6]([O:8]C(C)(C)C)=[O:7].FC(F)(F)C(O)=O.